From a dataset of Aqueous solubility values for 9,982 compounds from the AqSolDB database. Regression/Classification. Given a drug SMILES string, predict its absorption, distribution, metabolism, or excretion properties. Task type varies by dataset: regression for continuous measurements (e.g., permeability, clearance, half-life) or binary classification for categorical outcomes (e.g., BBB penetration, CYP inhibition). For this dataset (solubility_aqsoldb), we predict Y. (1) The compound is O=C1c2ccccc2-c2ccc3c4c([N+](=O)[O-])cc5c6c(ccc(c7ccc1c2c73)c64)C(=O)c1ccccc1-5. The Y is -4.40 log mol/L. (2) The molecule is CC(C)(C)C. The Y is -3.34 log mol/L. (3) The Y is -6.72 log mol/L. The molecule is CCOc1ccc(C2(C(=O)OC(C#N)c3cccc(Oc4ccccc4)c3)CC2(Cl)Cl)cc1. (4) The compound is C/C(Cl)=C\C(=O)O. The Y is -0.605 log mol/L. (5) The compound is NC(CSCCSCC(N)C(=O)O)C(=O)O. The Y is -2.85 log mol/L. (6) The Y is -0.539 log mol/L. The drug is O=C(O)C1CCNCC1C(=O)O. (7) The compound is OC(O)C(Cl)(Cl)Cl. The Y is 1.04 log mol/L. (8) The molecule is CCC(Cl)CC. The Y is -2.63 log mol/L. (9) The drug is NC(=S)c1c(Cl)cccc1Cl. The Y is -2.34 log mol/L. (10) The drug is C1CCC(NCCNC2CCCCC2)CC1. The Y is -0.980 log mol/L.